Dataset: Reaction yield outcomes from USPTO patents with 853,638 reactions. Task: Predict the reaction yield, written as a fraction of the theoretical maximum amount of product (1.0 means a 100% yield; for example, 0.34 means a 34% yield). The reactants are C(OC([NH:8][CH2:9][CH:10]1[CH2:14][CH2:13][CH2:12][N:11]1[C:15]([C:17]1[CH:40]=[CH:39][C:20]([C:21]([NH:23][CH:24]([C:29]2[NH:33][C:32]3[CH:34]=[CH:35][C:36]([Cl:38])=[CH:37][C:31]=3[N:30]=2)[CH2:25][C:26]([NH2:28])=[O:27])=[O:22])=[CH:19][C:18]=1[Cl:41])=[O:16])=O)(C)(C)C.FC(F)(F)C(O)=O.ClCl. The catalyst is ClCCl.CO. The product is [NH2:8][CH2:9][CH:10]1[CH2:14][CH2:13][CH2:12][N:11]1[C:15]([C:17]1[CH:40]=[CH:39][C:20]([C:21]([NH:23][CH:24]([C:29]2[NH:33][C:32]3[CH:34]=[CH:35][C:36]([Cl:38])=[CH:37][C:31]=3[N:30]=2)[CH2:25][C:26]([NH2:28])=[O:27])=[O:22])=[CH:19][C:18]=1[Cl:41])=[O:16]. The yield is 0.590.